Dataset: Full USPTO retrosynthesis dataset with 1.9M reactions from patents (1976-2016). Task: Predict the reactants needed to synthesize the given product. Given the product [Cl:12][C:9]1[N:8]=[CH:7][C:6]2[C:11](=[C:2]([C:18]3[CH:19]=[C:14]([CH:15]=[CH:16][CH:17]=3)[NH2:13])[CH:3]=[CH:4][CH:5]=2)[N:10]=1, predict the reactants needed to synthesize it. The reactants are: Br[C:2]1[CH:3]=[CH:4][CH:5]=[C:6]2[C:11]=1[N:10]=[C:9]([Cl:12])[N:8]=[CH:7]2.[NH2:13][C:14]1[CH:15]=[C:16](B(O)O)[CH:17]=[CH:18][CH:19]=1.C([O-])([O-])=O.[Na+].[Na+].